This data is from Forward reaction prediction with 1.9M reactions from USPTO patents (1976-2016). The task is: Predict the product of the given reaction. (1) The product is: [Cl:17][C:15]1[CH:16]=[C:11]([NH:7][C:4]2[CH:5]=[CH:6][N:2]([CH3:1])[N:3]=2)[C:12]2[N:13]([C:18]([C:21]([NH:23][C:24]3[CH:29]=[CH:28][N:27]=[CH:26][C:25]=3[F:30])=[O:22])=[CH:19][N:20]=2)[N:14]=1. Given the reactants [CH3:1][N:2]1[CH:6]=[CH:5][C:4]([NH2:7])=[N:3]1.[H-].[Na+].Br[C:11]1[C:12]2[N:13]([C:18]([C:21]([NH:23][C:24]3[CH:29]=[CH:28][N:27]=[CH:26][C:25]=3[F:30])=[O:22])=[CH:19][N:20]=2)[N:14]=[C:15]([Cl:17])[CH:16]=1.CO, predict the reaction product. (2) Given the reactants [N-:1]=[N+:2]=[N-:3].[Na+].[C:5]([O:11][CH2:12]Cl)(=[O:10])[C:6]([CH3:9])([CH3:8])[CH3:7], predict the reaction product. The product is: [C:5]([O:11][CH2:12][N:1]=[N+:2]=[N-:3])(=[O:10])[C:6]([CH3:9])([CH3:8])[CH3:7]. (3) Given the reactants [CH:1]([S:4]([CH2:7][C:8]1[CH:13]=[C:12]([N:14]2[CH2:19][CH2:18][O:17][CH2:16][CH2:15]2)[N:11]=[C:10]([C:20]2[CH:25]=[CH:24][C:23]([NH2:26])=[CH:22][CH:21]=2)[N:9]=1)(=[O:6])=[O:5])([CH3:3])[CH3:2].C(=O)(O)[O-].[Na+].Cl[C:33]([O:35][C:36]1[CH:41]=[CH:40][CH:39]=[CH:38][CH:37]=1)=[O:34], predict the reaction product. The product is: [CH:1]([S:4]([CH2:7][C:8]1[CH:13]=[C:12]([N:14]2[CH2:19][CH2:18][O:17][CH2:16][CH2:15]2)[N:11]=[C:10]([C:20]2[CH:21]=[CH:22][C:23]([NH:26][C:33](=[O:34])[O:35][C:36]3[CH:41]=[CH:40][CH:39]=[CH:38][CH:37]=3)=[CH:24][CH:25]=2)[N:9]=1)(=[O:5])=[O:6])([CH3:3])[CH3:2]. (4) Given the reactants [Br:1][C:2]1[CH:3]=[C:4]2[C:8](=[CH:9][CH:10]=1)[NH:7][CH:6]=[CH:5]2.[CH2:11]1N2CCN(CC2)C1.CN(C=O)C, predict the reaction product. The product is: [Br:1][C:2]1[CH:3]=[C:4]2[C:8](=[CH:9][CH:10]=1)[N:7]([CH3:11])[CH:6]=[CH:5]2. (5) Given the reactants [Cl:1]N1C(=O)CCC1=O.[C:9]([O:13][C:14](=[O:26])[NH:15][C:16]1[CH:21]=[CH:20][CH:19]=[C:18]([CH2:22][CH2:23][CH:24]=[O:25])[CH:17]=1)([CH3:12])([CH3:11])[CH3:10].N1CCC[C@@H]1C(O)=O, predict the reaction product. The product is: [C:9]([O:13][C:14](=[O:26])[NH:15][C:16]1[CH:21]=[CH:20][CH:19]=[C:18]([CH2:22][CH:23]([Cl:1])[CH:24]=[O:25])[CH:17]=1)([CH3:12])([CH3:10])[CH3:11]. (6) The product is: [NH2:33][C:12](=[O:13])[CH:11]([NH:15][C:16](=[O:30])[C:17]1[CH:22]=[CH:21][C:20]([O:23][CH2:24][CH2:25][C:26]([F:29])([F:28])[F:27])=[CH:19][CH:18]=1)[CH2:10][C:7]1[CH:8]=[CH:9][C:4]([O:3][C:2]([F:32])([F:31])[F:1])=[CH:5][CH:6]=1. Given the reactants [F:1][C:2]([F:32])([F:31])[O:3][C:4]1[CH:9]=[CH:8][C:7]([CH2:10][CH:11]([NH:15][C:16](=[O:30])[C:17]2[CH:22]=[CH:21][C:20]([O:23][CH2:24][CH2:25][C:26]([F:29])([F:28])[F:27])=[CH:19][CH:18]=2)[C:12](O)=[O:13])=[CH:6][CH:5]=1.[NH3:33], predict the reaction product. (7) Given the reactants C(S[C:4](=[N:8][C:9]1[CH:14]=[CH:13][CH:12]=[CH:11][CH:10]=1)[CH2:5][CH2:6][CH3:7])C.[C:15]([NH:23][NH2:24])(=O)[C:16]1[CH:21]=[CH:20][CH:19]=[CH:18][CH:17]=1, predict the reaction product. The product is: [C:16]1([C:15]2[N:8]([C:9]3[CH:10]=[CH:11][CH:12]=[CH:13][CH:14]=3)[C:4]([CH2:5][CH2:6][CH3:7])=[N:24][N:23]=2)[CH:21]=[CH:20][CH:19]=[CH:18][CH:17]=1. (8) Given the reactants [CH3:1][C:2]1[CH:7]=[C:6]([CH3:8])[CH:5]=[CH:4][C:3]=1[N:9]=[C:10]=[O:11].[Cl:12][C:13]1[CH:22]=[CH:21][C:16]([C:17]([NH:19][NH2:20])=[O:18])=[CH:15][CH:14]=1, predict the reaction product. The product is: [CH3:1][C:2]1[CH:7]=[C:6]([CH3:8])[CH:5]=[CH:4][C:3]=1[NH:9][C:10](=[O:11])[NH:20][NH:19][C:17](=[O:18])[C:16]1[CH:15]=[CH:14][C:13]([Cl:12])=[CH:22][CH:21]=1.